This data is from Reaction yield outcomes from USPTO patents with 853,638 reactions. The task is: Predict the reaction yield, written as a fraction of the theoretical maximum amount of product (1.0 means a 100% yield; for example, 0.34 means a 34% yield). (1) The reactants are [C:1]1([C:7]2[C:11]([C:12]3[N:13]=[CH:14][NH:15][CH:16]=3)=[C:10]([CH2:17][O:18][CH3:19])[O:9][N:8]=2)[CH:6]=[CH:5][CH:4]=[CH:3][CH:2]=1.F[C:21]1[CH:28]=[CH:27][C:24]([C:25]#[N:26])=[CH:23][CH:22]=1. No catalyst specified. The product is [CH3:19][O:18][CH2:17][C:10]1[O:9][N:8]=[C:7]([C:1]2[CH:2]=[CH:3][CH:4]=[CH:5][CH:6]=2)[C:11]=1[C:12]1[N:13]=[CH:14][N:15]([C:21]2[CH:28]=[CH:27][C:24]([C:25]#[N:26])=[CH:23][CH:22]=2)[CH:16]=1. The yield is 0.420. (2) The reactants are [NH2:1][C:2]1[N:3]=[CH:4][C:5]([C:17]2[O:21][C:20]([C:22]([N:24]3[CH2:29][CH2:28][N:27](C(OC(C)(C)C)=O)[CH2:26][CH2:25]3)=[O:23])=[CH:19][CH:18]=2)=[N:6][C:7]=1[C:8]([NH:10][C:11]1[CH:12]=[N:13][CH:14]=[CH:15][CH:16]=1)=[O:9].[ClH:37]. The catalyst is CO.C(Cl)Cl. The product is [ClH:37].[NH2:1][C:2]1[C:7]([C:8]([NH:10][C:11]2[CH:12]=[N:13][CH:14]=[CH:15][CH:16]=2)=[O:9])=[N:6][C:5]([C:17]2[O:21][C:20]([C:22]([N:24]3[CH2:25][CH2:26][NH:27][CH2:28][CH2:29]3)=[O:23])=[CH:19][CH:18]=2)=[CH:4][N:3]=1. The yield is 0.430. (3) The catalyst is C(Cl)Cl. The product is [OH:2][C:3]1[CH:8]=[CH:7][C:6]([CH3:9])=[CH:5][C:4]=1[C:10](=[O:23])[CH2:11][CH2:12][CH2:13][CH2:14][CH2:15][CH2:16][CH2:17][CH2:18][C:19]([O:21][CH3:22])=[O:20]. The yield is 0.340. The reactants are C[O:2][C:3]1[CH:8]=[CH:7][C:6]([CH3:9])=[CH:5][C:4]=1[C:10](=[O:23])[CH2:11][CH2:12][CH2:13][CH2:14][CH2:15][CH2:16][CH2:17][CH2:18][C:19]([O:21][CH3:22])=[O:20].B(Br)(Br)Br.O. (4) The reactants are [CH3:1][C:2]1[CH2:6][C:5](=[O:7])[N:4]([C:8]2[CH:16]=[CH:15][C:11]([C:12]([OH:14])=O)=[CH:10][CH:9]=2)[N:3]=1.CN(C(ON1N=NC2C=CC=NC1=2)=[N+](C)C)C.F[P-](F)(F)(F)(F)F.C[O:42][C:43](=[O:56])[C@H:44]([OH:55])[C@H:45]([NH2:54])[CH2:46][C:47]1[CH:52]=[CH:51][CH:50]=[CH:49][C:48]=1[Cl:53].CCN(C(C)C)C(C)C.[OH-].[Na+]. The catalyst is CN(C=O)C.C1COCC1. The product is [Cl:53][C:48]1[CH:49]=[CH:50][CH:51]=[CH:52][C:47]=1[CH2:46][C@@H:45]([NH:54][C:12](=[O:14])[C:11]1[CH:10]=[CH:9][C:8]([N:4]2[C:5](=[O:7])[CH2:6][C:2]([CH3:1])=[N:3]2)=[CH:16][CH:15]=1)[C@@H:44]([OH:55])[C:43]([OH:56])=[O:42]. The yield is 0.560. (5) The reactants are [H-].[Na+].[Cl:3][C:4]1[CH:5]=[C:6]([CH:28]=[CH:29][CH:30]=1)[CH2:7][O:8][C:9]1[CH:10]=[C:11]([NH:15][S:16](/[CH:19]=[CH:20]/[C:21]2[CH:26]=[CH:25][CH:24]=[C:23]([Cl:27])[CH:22]=2)(=[O:18])=[O:17])[CH:12]=[CH:13][CH:14]=1.[Cl:31][C:32]1[CH:33]=[C:34]([CH:37]=[CH:38][CH:39]=1)[CH2:35]Br.O. The catalyst is C1COCC1. The product is [Cl:31][C:32]1[CH:33]=[C:34]([CH:37]=[CH:38][CH:39]=1)[CH2:35][N:15]([C:11]1[CH:12]=[CH:13][CH:14]=[C:9]([O:8][CH2:7][C:6]2[CH:28]=[CH:29][CH:30]=[C:4]([Cl:3])[CH:5]=2)[CH:10]=1)[S:16](/[CH:19]=[CH:20]/[C:21]1[CH:26]=[CH:25][CH:24]=[C:23]([Cl:27])[CH:22]=1)(=[O:18])=[O:17]. The yield is 0.110.